This data is from Full USPTO retrosynthesis dataset with 1.9M reactions from patents (1976-2016). The task is: Predict the reactants needed to synthesize the given product. (1) Given the product [CH:1]([C:4]1[CH:9]=[CH:8][C:7]([C:10]2[C:19]3[C:14](=[CH:15][CH:16]=[C:17]([O:20][CH2:21][C:22]#[CH:23])[CH:18]=3)[CH:13]=[C:12]([C:41]3[N:40]([CH3:42])[C:29]4[CH:30]=[C:31]([CH3:39])[C:32]([C:34](=[O:38])[CH2:35][CH2:36][CH3:37])=[CH:33][C:28]=4[N:27]=3)[N:11]=2)=[CH:6][CH:5]=1)([CH3:2])[CH3:3], predict the reactants needed to synthesize it. The reactants are: [CH:1]([C:4]1[CH:9]=[CH:8][C:7]([C:10]2[C:19]3[C:14](=[CH:15][CH:16]=[C:17]([O:20][CH2:21][C:22]#[CH:23])[CH:18]=3)[CH:13]=[C:12](C(O)=O)[N:11]=2)=[CH:6][CH:5]=1)([CH3:3])[CH3:2].[NH2:27][C:28]1[C:29]([NH:40][CH3:41])=[CH:30][C:31]([CH3:39])=[C:32]([C:34](=[O:38])[CH2:35][CH2:36][CH3:37])[CH:33]=1.[CH2:42](N(C(C)C)C(C)C)C.F[P-](F)(F)(F)(F)F.N1(O[P+](N(C)C)(N(C)C)N(C)C)C2C=CC=CC=2N=N1.C(O)(C(F)(F)F)=O. (2) Given the product [ClH:52].[NH2:8][CH2:9][C:10]([N:13]1[CH2:18][CH2:17][O:16][CH2:15][CH2:14]1)=[O:11], predict the reactants needed to synthesize it. The reactants are: C(OC([NH:8][CH2:9][C:10](O)=[O:11])=O)(C)(C)C.[NH:13]1[CH2:18][CH2:17][O:16][CH2:15][CH2:14]1.C(N(C(C)C)C(C)C)C.F[P-](F)(F)(F)(F)F.N1(OC(=[N+](C)C)N(C)C)C2C=CC=CC=2N=N1.[ClH:52]. (3) Given the product [S:12]1[CH:13]=[CH:14][CH:15]=[C:11]1[C:7]1[C:6]([C:16]2[CH:21]=[CH:20][N:19]=[CH:18][CH:17]=2)=[CH:5][C:4]([NH2:1])=[C:9]([NH2:10])[N:8]=1, predict the reactants needed to synthesize it. The reactants are: [N+:1]([C:4]1[CH:5]=[C:6]([C:16]2[CH:21]=[CH:20][N:19]=[CH:18][CH:17]=2)[C:7]([C:11]2[S:12][CH:13]=[CH:14][CH:15]=2)=[N:8][C:9]=1[NH2:10])([O-])=O. (4) The reactants are: [NH2:1][C:2]1[N:7]2[CH:8]=[C:9]([CH2:11][CH3:12])[N:10]=[C:6]2[C:5]([C:13]([OH:15])=O)=[CH:4][C:3]=1[Cl:16].N[CH2:29][CH:28]1[CH2:31]CN(C(O[C:28]([CH3:31])([CH3:30])[CH3:29])=O)C[CH2:30]1.CCOC(OC(O[CH2:41][CH3:42])=O)=O.[CH:43]([N:46]([CH:49]([CH3:51])C)[CH2:47][CH3:48])([CH3:45])C.C[N:53](C)C=O. Given the product [NH2:1][C:2]1[N:7]2[CH:8]=[C:9]([CH2:11][CH3:12])[N:10]=[C:6]2[C:5]([C:13]([NH:53][CH2:41][CH:42]2[CH2:48][CH2:47][N:46]([CH2:43][CH2:45][C:28]([CH3:31])([CH3:30])[CH3:29])[CH2:49][CH2:51]2)=[O:15])=[CH:4][C:3]=1[Cl:16], predict the reactants needed to synthesize it.